This data is from Peptide-MHC class I binding affinity with 185,985 pairs from IEDB/IMGT. The task is: Regression. Given a peptide amino acid sequence and an MHC pseudo amino acid sequence, predict their binding affinity value. This is MHC class I binding data. (1) The peptide sequence is IAHINTLIQY. The MHC is HLA-A03:01 with pseudo-sequence HLA-A03:01. The binding affinity (normalized) is 0.450. (2) The peptide sequence is RFFKHFMSL. The MHC is HLA-C04:01 with pseudo-sequence HLA-C04:01. The binding affinity (normalized) is 0.0847. (3) The peptide sequence is KIKTNDINVR. The MHC is HLA-A68:01 with pseudo-sequence HLA-A68:01. The binding affinity (normalized) is 0.158.